This data is from Forward reaction prediction with 1.9M reactions from USPTO patents (1976-2016). The task is: Predict the product of the given reaction. (1) The product is: [F:20][C:21]([F:25])([F:24])[CH2:22][NH:23][C:10]([C@@H:9]([NH:8][C:6](=[O:7])[O:5][C:1]([CH3:2])([CH3:3])[CH3:4])[CH2:13][CH:14]1[CH2:19][CH2:18][CH2:17][CH2:16][CH2:15]1)=[O:12]. Given the reactants [C:1]([O:5][C:6]([NH:8][C@@H:9]([CH2:13][CH:14]1[CH2:19][CH2:18][CH2:17][CH2:16][CH2:15]1)[C:10]([OH:12])=O)=[O:7])([CH3:4])([CH3:3])[CH3:2].[F:20][C:21]([F:25])([F:24])[CH2:22][NH2:23].C(Cl)CCl.C1C=CC2N(O)N=NC=2C=1.CN1CCOCC1, predict the reaction product. (2) Given the reactants Br[C:2]1[CH:18]=[CH:17][C:5]([O:6][CH:7]([CH3:16])[CH2:8][NH:9][S:10]([CH:13]([CH3:15])[CH3:14])(=[O:12])=[O:11])=[CH:4][CH:3]=1.[CH3:19][C:20]1[CH:21]=[C:22](B(O)O)[CH:23]=[CH:24][CH:25]=1.C(=O)([O-])[O-].[Na+].[Na+], predict the reaction product. The product is: [CH3:14][CH:13]([S:10]([NH:9][CH2:8][CH:7]([O:6][C:5]1[CH:17]=[CH:18][C:2]([C:24]2[CH:23]=[CH:22][CH:21]=[C:20]([CH3:19])[CH:25]=2)=[CH:3][CH:4]=1)[CH3:16])(=[O:12])=[O:11])[CH3:15]. (3) Given the reactants [O:1]=[C:2]1[NH:7][C:6]2[CH:8]=[C:9]([C:12]([OH:14])=O)[CH:10]=[CH:11][C:5]=2[O:4][CH2:3]1.[F:15][C:16]1[CH:31]=[CH:30][C:19]2[NH:20][C@@H:21]([CH2:24][C:25]([O:27][CH2:28][CH3:29])=[O:26])[CH2:22][O:23][C:18]=2[CH:17]=1.C(P1(=O)OP(CCC)(=O)OP(CCC)(=O)O1)CC.CC1OCCC1.C(=O)(O)[O-].[Na+], predict the reaction product. The product is: [F:15][C:16]1[CH:31]=[CH:30][C:19]2[N:20]([C:12]([C:9]3[CH:10]=[CH:11][C:5]4[O:4][CH2:3][C:2](=[O:1])[NH:7][C:6]=4[CH:8]=3)=[O:14])[C@@H:21]([CH2:24][C:25]([O:27][CH2:28][CH3:29])=[O:26])[CH2:22][O:23][C:18]=2[CH:17]=1. (4) Given the reactants [C:1]([C:3]1[C:4]([N:18]2[CH2:23][CH2:22][CH:21]([C:24](O)=[O:25])[CH2:20][CH2:19]2)=[N:5][C:6]([C:14]([F:17])([F:16])[F:15])=[C:7]([C:9]([O:11][CH2:12][CH3:13])=[O:10])[CH:8]=1)#[N:2].[Cl:27][C:28]1[CH:33]=[CH:32][C:31]([CH2:34][S:35]([NH2:38])(=[O:37])=[O:36])=[CH:30][CH:29]=1, predict the reaction product. The product is: [Cl:27][C:28]1[CH:33]=[CH:32][C:31]([CH2:34][S:35]([NH:38][C:24]([CH:21]2[CH2:22][CH2:23][N:18]([C:4]3[C:3]([C:1]#[N:2])=[CH:8][C:7]([C:9]([O:11][CH2:12][CH3:13])=[O:10])=[C:6]([C:14]([F:17])([F:15])[F:16])[N:5]=3)[CH2:19][CH2:20]2)=[O:25])(=[O:36])=[O:37])=[CH:30][CH:29]=1. (5) Given the reactants C1([O:7][S:8](=O)(=[O:10])[NH2:9])C=CC=CC=1.[F:12][C:13]([F:19])([F:18])[C:14]([CH3:17])([OH:16])[CH3:15], predict the reaction product. The product is: [F:12][C:13]([F:19])([F:18])[C:14]([O:16][S:8](=[O:10])(=[O:7])[NH2:9])([CH3:17])[CH3:15]. (6) Given the reactants [CH3:1][N:2]1[CH2:7][CH2:6][N:5]([C:8]2[C:16]3[C:11](=[CH:12][C:13]([C:17]([O-:19])=O)=[CH:14][CH:15]=3)[NH:10][N:9]=2)[CH2:4][CH2:3]1.[Li+].C(Cl)CCl.C1C=CC2N(O)N=NC=2C=1.CCN(CC)CC.[F:42][C:43]([F:54])([F:53])[O:44][C:45]1[CH:52]=[CH:51][C:48]([CH2:49][NH2:50])=[CH:47][CH:46]=1, predict the reaction product. The product is: [F:42][C:43]([F:53])([F:54])[O:44][C:45]1[CH:52]=[CH:51][C:48]([CH2:49][NH:50][C:17]([C:13]2[CH:12]=[C:11]3[C:16]([C:8]([N:5]4[CH2:4][CH2:3][N:2]([CH3:1])[CH2:7][CH2:6]4)=[N:9][NH:10]3)=[CH:15][CH:14]=2)=[O:19])=[CH:47][CH:46]=1. (7) The product is: [NH:16]1[CH:17]=[CH:18][C:14]([C:11]2[CH:12]=[CH:13][C:8]([O:7][C:6]3[CH:19]=[CH:20][C:3]([OH:2])=[CH:4][CH:5]=3)=[CH:9][CH:10]=2)=[N:15]1. Given the reactants C[O:2][C:3]1[CH:20]=[CH:19][C:6]([O:7][C:8]2[CH:13]=[CH:12][C:11]([C:14]3[CH:18]=[CH:17][NH:16][N:15]=3)=[CH:10][CH:9]=2)=[CH:5][CH:4]=1.B(Br)(Br)Br, predict the reaction product. (8) Given the reactants [CH:1]1(Br)C[CH2:2]1.[Mg].[Cl:6][C:7]1[CH:12]=[CH:11][N:10]=[C:9]([CH2:13]Br)[C:8]=1[O:15][CH3:16].[CH2:17]1COCC1, predict the reaction product. The product is: [Cl:6][C:7]1[C:12]([CH3:17])=[CH:11][N:10]=[C:9]([CH:13]2[CH2:2][CH2:1]2)[C:8]=1[O:15][CH3:16]. (9) Given the reactants [C:1]([O:5][C:6](=[O:22])[CH2:7][CH:8]([NH:13][C:14](=[O:21])[C:15]1[CH:20]=[CH:19][CH:18]=[CH:17][CH:16]=1)[CH:9]([OH:12])[CH2:10][F:11])([CH3:4])([CH3:3])[CH3:2].C(=O)([O-])O.[Na+].S([O-])([O-])(=O)=S.[Na+].[Na+], predict the reaction product. The product is: [C:1]([O:5][C:6](=[O:22])[CH2:7][CH:8]([NH:13][C:14](=[O:21])[C:15]1[CH:16]=[CH:17][CH:18]=[CH:19][CH:20]=1)[C:9](=[O:12])[CH2:10][F:11])([CH3:4])([CH3:2])[CH3:3].